Dataset: NCI-60 drug combinations with 297,098 pairs across 59 cell lines. Task: Regression. Given two drug SMILES strings and cell line genomic features, predict the synergy score measuring deviation from expected non-interaction effect. (1) Drug 1: CC1=C2C(C(=O)C3(C(CC4C(C3C(C(C2(C)C)(CC1OC(=O)C(C(C5=CC=CC=C5)NC(=O)OC(C)(C)C)O)O)OC(=O)C6=CC=CC=C6)(CO4)OC(=O)C)O)C)O. Drug 2: C(=O)(N)NO. Cell line: NCIH23. Synergy scores: CSS=3.13, Synergy_ZIP=-0.208, Synergy_Bliss=2.92, Synergy_Loewe=2.74, Synergy_HSA=2.87. (2) Drug 1: CC1=C2C(C(=O)C3(C(CC4C(C3C(C(C2(C)C)(CC1OC(=O)C(C(C5=CC=CC=C5)NC(=O)C6=CC=CC=C6)O)O)OC(=O)C7=CC=CC=C7)(CO4)OC(=O)C)O)C)OC(=O)C. Drug 2: C1C(C(OC1N2C=NC(=NC2=O)N)CO)O. Cell line: NCI-H226. Synergy scores: CSS=20.2, Synergy_ZIP=-12.9, Synergy_Bliss=-6.89, Synergy_Loewe=-15.9, Synergy_HSA=-5.39. (3) Drug 1: C1C(C(OC1N2C=NC3=C(N=C(N=C32)Cl)N)CO)O. Drug 2: C1CNP(=O)(OC1)N(CCCl)CCCl. Cell line: UACC62. Synergy scores: CSS=30.7, Synergy_ZIP=0.279, Synergy_Bliss=0.730, Synergy_Loewe=-44.5, Synergy_HSA=-0.277. (4) Drug 1: C1CCC(C1)C(CC#N)N2C=C(C=N2)C3=C4C=CNC4=NC=N3. Drug 2: C1=CN(C(=O)N=C1N)C2C(C(C(O2)CO)O)O.Cl. Cell line: SW-620. Synergy scores: CSS=36.7, Synergy_ZIP=-3.60, Synergy_Bliss=-0.643, Synergy_Loewe=-10.6, Synergy_HSA=-0.693. (5) Drug 1: CC1=C(C=C(C=C1)NC(=O)C2=CC=C(C=C2)CN3CCN(CC3)C)NC4=NC=CC(=N4)C5=CN=CC=C5. Drug 2: C1=NC2=C(N1)C(=S)N=CN2. Cell line: OVCAR-4. Synergy scores: CSS=22.2, Synergy_ZIP=-0.928, Synergy_Bliss=2.67, Synergy_Loewe=-26.9, Synergy_HSA=1.93. (6) Drug 1: CCC1=C2CN3C(=CC4=C(C3=O)COC(=O)C4(CC)O)C2=NC5=C1C=C(C=C5)O. Drug 2: CCC1(CC2CC(C3=C(CCN(C2)C1)C4=CC=CC=C4N3)(C5=C(C=C6C(=C5)C78CCN9C7C(C=CC9)(C(C(C8N6C)(C(=O)OC)O)OC(=O)C)CC)OC)C(=O)OC)O.OS(=O)(=O)O. Cell line: SNB-19. Synergy scores: CSS=19.9, Synergy_ZIP=-7.63, Synergy_Bliss=-2.62, Synergy_Loewe=-13.1, Synergy_HSA=-1.82.